This data is from Forward reaction prediction with 1.9M reactions from USPTO patents (1976-2016). The task is: Predict the product of the given reaction. (1) Given the reactants [F:1][C:2]1[C:7]([C:8]2[CH:13]=[CH:12][CH:11]=[C:10]([F:14])[CH:9]=2)=[CH:6][C:5]([CH3:15])=[CH:4][C:3]=1[CH2:16][NH:17][C:18]1[C:19]([CH3:33])=[C:20]([CH:29]=[CH:30][C:31]=1[CH3:32])[O:21][CH2:22][C:23]([O:25]C(C)C)=[O:24].[Li+].[OH-], predict the reaction product. The product is: [F:1][C:2]1[C:7]([C:8]2[CH:13]=[CH:12][CH:11]=[C:10]([F:14])[CH:9]=2)=[CH:6][C:5]([CH3:15])=[CH:4][C:3]=1[CH2:16][NH:17][C:18]1[C:19]([CH3:33])=[C:20]([CH:29]=[CH:30][C:31]=1[CH3:32])[O:21][CH2:22][C:23]([OH:25])=[O:24]. (2) Given the reactants [CH3:1][C:2]1[N:3]=[CH:4][N:5]([C:7]2[CH:12]=[CH:11][C:10]([NH:13][C:14]([NH2:16])=[S:15])=[CH:9][CH:8]=2)[CH:6]=1.Br[CH:18]([CH3:27])[C:19]([C:21]1[CH:26]=[CH:25][CH:24]=[CH:23][CH:22]=1)=O, predict the reaction product. The product is: [CH3:1][C:2]1[N:3]=[CH:4][N:5]([C:7]2[CH:8]=[CH:9][C:10]([NH:13][C:14]3[S:15][C:18]([CH3:27])=[C:19]([C:21]4[CH:26]=[CH:25][CH:24]=[CH:23][CH:22]=4)[N:16]=3)=[CH:11][CH:12]=2)[CH:6]=1.